This data is from CYP1A2 inhibition data for predicting drug metabolism from PubChem BioAssay. The task is: Regression/Classification. Given a drug SMILES string, predict its absorption, distribution, metabolism, or excretion properties. Task type varies by dataset: regression for continuous measurements (e.g., permeability, clearance, half-life) or binary classification for categorical outcomes (e.g., BBB penetration, CYP inhibition). Dataset: cyp1a2_veith. The result is 1 (inhibitor). The compound is Nc1c2c(nc3ccccc13)CCC[C@H]2O.